Dataset: Forward reaction prediction with 1.9M reactions from USPTO patents (1976-2016). Task: Predict the product of the given reaction. (1) Given the reactants [C:1]([O:4][CH2:5][CH3:6])(=[O:3])[CH3:2].CCCCCC.C[Si]([N-][Si](C)(C)C)(C)C.[Li+].[N+:23]([C:26]1[CH:33]=[CH:32][C:29]([CH:30]=[O:31])=[CH:28][CH:27]=1)([O-:25])=[O:24].[Cl-].[NH4+], predict the reaction product. The product is: [OH:31][CH:30]([C:29]1[CH:28]=[CH:27][C:26]([N+:23]([O-:25])=[O:24])=[CH:33][CH:32]=1)[CH2:2][C:1]([O:4][CH2:5][CH3:6])=[O:3]. (2) Given the reactants C(OC([N:8]1[CH2:13][CH2:12][N:11]([C:14]([C:16]2[C:20]3=[N:21][CH:22]=[CH:23][CH:24]=[C:19]3[N:18]([C:25]3[CH:30]=[CH:29][CH:28]=[CH:27][CH:26]=3)[C:17]=2[O:31][C:32]2[C:37]([CH3:38])=[CH:36][CH:35]=[CH:34][C:33]=2[CH3:39])=[O:15])[CH2:10][CH:9]1[CH2:40][C:41]([O:43][CH3:44])=[O:42])=O)(C)(C)C.Cl.Cl.Cl.COC(=O)CC1CN(C(C2C3=NC=CC=C3N(C3C=CC=CC=3)C=2OC2C(C)=CC=CC=2C)=O)CCN1, predict the reaction product. The product is: [CH3:44][O:43][C:41](=[O:42])[CH2:40][CH:9]1[CH2:10][N:11]([C:14]([C:16]2[C:20]3=[N:21][CH:22]=[CH:23][CH:24]=[C:19]3[N:18]([C:25]3[CH:30]=[CH:29][CH:28]=[CH:27][CH:26]=3)[C:17]=2[O:31][C:32]2[C:33]([CH3:39])=[CH:34][CH:35]=[CH:36][C:37]=2[CH3:38])=[O:15])[CH2:12][CH2:13][NH:8]1. (3) Given the reactants C(O)(C(F)(F)F)=O.[F:8][CH:9]([F:40])[N:10]1[C:14]2[C:15]([O:31][C@@H:32]([C@H:34]3[CH2:38][NH:37][C:36](=[O:39])[CH2:35]3)[CH3:33])=[N:16][C:17]([C:19]3[CH:24]=[CH:23][C:22]([N:25]4[CH2:30][CH2:29][NH:28][CH2:27][CH2:26]4)=[CH:21][CH:20]=3)=[CH:18][C:13]=2[N:12]=[CH:11]1.CCN(CC)CC.[CH3:48][S:49](O[S:49]([CH3:48])(=[O:51])=[O:50])(=[O:51])=[O:50], predict the reaction product. The product is: [F:40][CH:9]([F:8])[N:10]1[C:14]2[C:15]([O:31][C@@H:32]([C@H:34]3[CH2:38][NH:37][C:36](=[O:39])[CH2:35]3)[CH3:33])=[N:16][C:17]([C:19]3[CH:24]=[CH:23][C:22]([N:25]4[CH2:30][CH2:29][N:28]([S:49]([CH3:48])(=[O:51])=[O:50])[CH2:27][CH2:26]4)=[CH:21][CH:20]=3)=[CH:18][C:13]=2[N:12]=[CH:11]1. (4) Given the reactants [CH3:1][C:2]1[O:6][N:5]=[C:4]([NH:7][S:8]([C:11]2[CH:16]=[CH:15][C:14]([N+:17]([O-:19])=[O:18])=[CH:13][CH:12]=2)(=[O:10])=[O:9])[CH:3]=1.[O:20]([C:27]1[CH:43]=[CH:42][C:30]([O:31][C:32]2[S:33][C:34]([C:37]#[C:38][CH:39](O)[CH3:40])=[CH:35][N:36]=2)=[CH:29][CH:28]=1)[C:21]1[CH:26]=[CH:25][CH:24]=[CH:23][CH:22]=1.CCOC(/N=N/C(OCC)=O)=O, predict the reaction product. The product is: [CH3:1][C:2]1[O:6][N:5]=[C:4]([N:7]([CH:39]([CH3:40])[C:38]#[C:37][C:34]2[S:33][C:32]([O:31][C:30]3[CH:42]=[CH:43][C:27]([O:20][C:21]4[CH:26]=[CH:25][CH:24]=[CH:23][CH:22]=4)=[CH:28][CH:29]=3)=[N:36][CH:35]=2)[S:8]([C:11]2[CH:12]=[CH:13][C:14]([N+:17]([O-:19])=[O:18])=[CH:15][CH:16]=2)(=[O:10])=[O:9])[CH:3]=1. (5) Given the reactants [NH2:1][C:2]1[CH:3]=[N:4][C:5]2[C:10]([C:11]=1[NH:12][CH2:13][CH2:14][CH2:15][CH2:16][NH:17][C:18](=[O:24])[O:19][C:20]([CH3:23])([CH3:22])[CH3:21])=[CH:9][CH:8]=[CH:7][CH:6]=2.[CH:25](OCC)(OCC)OCC, predict the reaction product. The product is: [N:12]1([CH2:13][CH2:14][CH2:15][CH2:16][NH:17][C:18](=[O:24])[O:19][C:20]([CH3:21])([CH3:23])[CH3:22])[C:11]2[C:10]3[CH:9]=[CH:8][CH:7]=[CH:6][C:5]=3[N:4]=[CH:3][C:2]=2[N:1]=[CH:25]1. (6) Given the reactants [OH:1][C@@H:2]1[C@H:7]2[C@H:8]3[C@H:18]([CH2:19][CH2:20][C@:5]2([CH3:6])[C:4](=O)[CH2:3]1)[C@:16]1([CH3:17])[C:11](=[CH:12][C:13](=[O:21])[CH2:14][CH2:15]1)[CH2:10][CH2:9]3.[C:23](OC(=O)C)(=[O:25])[CH3:24].[OH2:30], predict the reaction product. The product is: [C:23]([O:1][C@@H:2]1[C@H:7]2[C@H:8]3[C@H:18]([CH2:19][CH2:20][C@:5]2([CH3:6])[CH2:4][CH2:3]1)[C@:16]1([CH3:17])[C:11](=[CH:12][C:13](=[O:21])[CH2:14][CH2:15]1)[CH2:10][C:9]3=[O:30])(=[O:25])[CH3:24]. (7) Given the reactants [OH:1][C:2]1[CH:9]=[CH:8][CH:7]=[C:6]([S:10][CH2:11][CH2:12][CH3:13])[C:3]=1[C:4]#[N:5].C(=O)([O-])[O-].[K+].[K+].Br[CH:21]([F:23])[F:22].O, predict the reaction product. The product is: [F:22][CH:21]([F:23])[O:1][C:2]1[CH:9]=[CH:8][CH:7]=[C:6]([S:10][CH2:11][CH2:12][CH3:13])[C:3]=1[C:4]#[N:5].